This data is from Catalyst prediction with 721,799 reactions and 888 catalyst types from USPTO. The task is: Predict which catalyst facilitates the given reaction. (1) Reactant: [Cl:1][C:2]1[CH:17]=[CH:16][C:5]([CH2:6][CH2:7][O:8][C:9]2[C:10](=[O:15])[NH:11][CH:12]=[CH:13][N:14]=2)=[CH:4][CH:3]=1.[O-]P([O-])([O-])=O.[K+].[K+].[K+].Br[C:27]1[CH:38]=[CH:37][C:30]([O:31][CH2:32][C:33]([CH3:36])([OH:35])[CH3:34])=[CH:29][CH:28]=1.CNCCNC. Product: [Cl:1][C:2]1[CH:3]=[CH:4][C:5]([CH2:6][CH2:7][O:8][C:9]2[C:10](=[O:15])[N:11]([C:27]3[CH:38]=[CH:37][C:30]([O:31][CH2:32][C:33]([OH:35])([CH3:34])[CH3:36])=[CH:29][CH:28]=3)[CH:12]=[CH:13][N:14]=2)=[CH:16][CH:17]=1. The catalyst class is: 185. (2) Reactant: Cl.[Cl:2][C:3]1[CH:8]=[CH:7][C:6]([S:9]([C:12]2([C:18]3[CH:23]=[C:22]([F:24])[CH:21]=[CH:20][C:19]=3[F:25])[CH2:17][CH2:16][NH:15][CH2:14][CH2:13]2)(=[O:11])=[O:10])=[CH:5][CH:4]=1.C(N(CC)CC)C.[C:33](Cl)(=[O:35])[CH3:34].C(=O)(O)[O-].[Na+]. Product: [Cl:2][C:3]1[CH:8]=[CH:7][C:6]([S:9]([C:12]2([C:18]3[CH:23]=[C:22]([F:24])[CH:21]=[CH:20][C:19]=3[F:25])[CH2:17][CH2:16][N:15]([C:33](=[O:35])[CH3:34])[CH2:14][CH2:13]2)(=[O:10])=[O:11])=[CH:5][CH:4]=1. The catalyst class is: 665. (3) Reactant: [H-].[Na+].[C:3]1([OH:9])[CH:8]=[CH:7][CH:6]=[CH:5][CH:4]=1.Cl[C:11]1[CH:20]=[CH:19][C:18]2[C:13](=[C:14]([C:21]3[NH:29][C:28]4[CH2:27][CH2:26][NH:25][C:24](=[O:30])[C:23]=4[CH:22]=3)[CH:15]=[CH:16][CH:17]=2)[N:12]=1. Product: [O:9]([C:11]1[CH:20]=[CH:19][C:18]2[C:13](=[C:14]([C:21]3[NH:29][C:28]4[CH2:27][CH2:26][NH:25][C:24](=[O:30])[C:23]=4[CH:22]=3)[CH:15]=[CH:16][CH:17]=2)[N:12]=1)[C:3]1[CH:8]=[CH:7][CH:6]=[CH:5][CH:4]=1. The catalyst class is: 3. (4) Reactant: Br[C:2]1[CH:24]=[CH:23][C:5]([O:6][CH2:7][C:8]2[C:13]([CH2:14][CH3:15])=[CH:12][CH:11]=[CH:10][C:9]=2[N:16]2[C:20](=[O:21])[N:19]([CH3:22])[N:18]=[N:17]2)=[C:4]([CH3:25])[CH:3]=1.[B:26]1([B:26]2[O:30][C:29]([CH3:32])([CH3:31])[C:28]([CH3:34])([CH3:33])[O:27]2)[O:30][C:29]([CH3:32])([CH3:31])[C:28]([CH3:34])([CH3:33])[O:27]1.C([O-])(=O)C.[K+].CS(C)=O. Product: [CH3:33][C:28]1([CH3:34])[C:29]([CH3:32])([CH3:31])[O:30][B:26]([C:2]2[CH:24]=[CH:23][C:5]([O:6][CH2:7][C:8]3[C:13]([CH2:14][CH3:15])=[CH:12][CH:11]=[CH:10][C:9]=3[N:16]3[C:20](=[O:21])[N:19]([CH3:22])[N:18]=[N:17]3)=[C:4]([CH3:25])[CH:3]=2)[O:27]1. The catalyst class is: 6. (5) Reactant: [CH2:1]([O:3][C:4]1[CH:5]=[C:6]([C:20]2[CH:25]=[CH:24][C:23]([CH2:26][C:27]([NH:29][C:30]3[CH:34]=[C:33]([C:35]([CH3:41])([CH3:40])[C:36]([F:39])([F:38])[F:37])[O:32][N:31]=3)=[O:28])=[C:22]([F:42])[CH:21]=2)[CH:7]=[N:8][C:9]=1[O:10]CC1C=CC(OC)=CC=1)[CH3:2]. Product: [CH2:1]([O:3][C:4]1[C:9](=[O:10])[NH:8][CH:7]=[C:6]([C:20]2[CH:25]=[CH:24][C:23]([CH2:26][C:27]([NH:29][C:30]3[CH:34]=[C:33]([C:35]([CH3:41])([CH3:40])[C:36]([F:39])([F:37])[F:38])[O:32][N:31]=3)=[O:28])=[C:22]([F:42])[CH:21]=2)[CH:5]=1)[CH3:2]. The catalyst class is: 33.